From a dataset of Catalyst prediction with 721,799 reactions and 888 catalyst types from USPTO. Predict which catalyst facilitates the given reaction. (1) Reactant: C[O:2][C:3]([C:5]1([NH:14][C:15](=[O:26])[CH2:16][C:17]2[C:22]([CH3:23])=[CH:21][C:20]([CH3:24])=[CH:19][C:18]=2[CH3:25])[CH2:10][CH2:9][N:8]([O:11][CH2:12][CH3:13])[CH2:7][CH2:6]1)=O.C[O-].[Na+]. Product: [CH2:12]([O:11][N:8]1[CH2:9][CH2:10][C:5]2([NH:14][C:15](=[O:26])[C:16]([C:17]3[C:22]([CH3:23])=[CH:21][C:20]([CH3:24])=[CH:19][C:18]=3[CH3:25])=[C:3]2[OH:2])[CH2:6][CH2:7]1)[CH3:13]. The catalyst class is: 391. (2) Reactant: [C:1]([C:5]1[CH:6]=[C:7]([CH:21]=[C:22]([S:26]([CH3:29])(=[O:28])=[O:27])[C:23]=1[O:24]C)[C:8]([N:10]1[C:14]2[CH:15]=[CH:16][CH:17]=[CH:18][C:13]=2[S:12](=[O:20])(=[O:19])[CH2:11]1)=[O:9])([CH3:4])([CH3:3])[CH3:2].[Cl-].[Li+].Cl. The catalyst class is: 9. Product: [C:1]([C:5]1[CH:6]=[C:7]([CH:21]=[C:22]([S:26]([CH3:29])(=[O:28])=[O:27])[C:23]=1[OH:24])[C:8]([N:10]1[C:14]2[CH:15]=[CH:16][CH:17]=[CH:18][C:13]=2[S:12](=[O:20])(=[O:19])[CH2:11]1)=[O:9])([CH3:4])([CH3:2])[CH3:3]. (3) Reactant: [C:1]([N:3]([CH2:5][CH2:6][CH2:7][NH:8][C:9](=[O:15])[O:10][C:11]([CH3:14])([CH3:13])[CH3:12])[NH2:4])#[N:2].[N-:16]=[N+:17]=[N-:18].[Na+].[Cl-].[NH4+]. Product: [NH:16]1[C:1]([N:3]([CH2:5][CH2:6][CH2:7][NH:8][C:9](=[O:15])[O:10][C:11]([CH3:12])([CH3:14])[CH3:13])[NH2:4])=[N:2][N:18]=[N:17]1. The catalyst class is: 9. (4) Reactant: CC(O)=O.[C:5]([O:8][C@@H:9]1[C@@H:14]([O:15][C:16](=[O:18])[CH3:17])[C@H:13]([O:19][C:20](=[O:22])[CH3:21])[CH2:12][O:11][C@H:10]1[CH2:23][CH2:24][CH2:25][CH2:26][O:27][C:28]1[CH:33]=[C:32]([CH3:34])[C:31]([NH:35][C:36]([CH:38]2[C:43]([CH3:45])([CH3:44])[CH2:42][O:41]C(C)(C)[O:39]2)=[O:37])=[C:30]([CH3:48])[CH:29]=1)(=[O:7])[CH3:6]. Product: [OH:39][CH:38]([C:43]([CH3:45])([CH3:44])[CH2:42][OH:41])[C:36]([NH:35][C:31]1[C:30]([CH3:48])=[CH:29][C:28]([O:27][CH2:26][CH2:25][CH2:24][CH2:23][C@@H:10]2[O:11][CH2:12][C@@H:13]([O:19][C:20](=[O:22])[CH3:21])[C@H:14]([O:15][C:16](=[O:18])[CH3:17])[C@H:9]2[O:8][C:5](=[O:7])[CH3:6])=[CH:33][C:32]=1[CH3:34])=[O:37]. The catalyst class is: 6. (5) Reactant: [CH:1]1([N:7]([C:9]2[CH:14]=[CH:13][C:12]([C@@H:15]3[O:20][CH2:19][CH2:18][N:17]([C@@H](C4C=CC=CC=4)C)[CH2:16]3)=[CH:11][CH:10]=2)[CH3:8])[CH2:6][CH2:5][CH2:4][CH2:3][CH2:2]1.[H][H]. Product: [CH:1]1([N:7]([C:9]2[CH:14]=[CH:13][C:12]([C@@H:15]3[O:20][CH2:19][CH2:18][NH:17][CH2:16]3)=[CH:11][CH:10]=2)[CH3:8])[CH2:2][CH2:3][CH2:4][CH2:5][CH2:6]1. The catalyst class is: 63. (6) Reactant: [ClH:1].[CH3:2][N:3]([CH3:53])[S:4]([C:7]1[CH:8]=[CH:9][C:10]([CH3:52])=[C:11]([C:13]2[CH:18]=[CH:17][CH:16]=[C:15]([CH2:19][C@H:20]([NH:34][C:35]([C@H:37]3[CH2:42][CH2:41][C@H:40]([CH2:43][NH:44]C(=O)OC(C)(C)C)[CH2:39][CH2:38]3)=[O:36])[C:21](=[O:33])[NH:22][C:23]3[CH:31]=[C:30]4[C:26]([C:27](=[O:32])[NH:28][NH:29]4)=[CH:25][CH:24]=3)[CH:14]=2)[CH:12]=1)(=[O:6])=[O:5]. Product: [ClH:1].[NH2:44][CH2:43][C@H:40]1[CH2:41][CH2:42][C@H:37]([C:35]([NH:34][C@@H:20]([CH2:19][C:15]2[CH:14]=[C:13]([C:11]3[CH:12]=[C:7]([S:4](=[O:5])(=[O:6])[N:3]([CH3:2])[CH3:53])[CH:8]=[CH:9][C:10]=3[CH3:52])[CH:18]=[CH:17][CH:16]=2)[C:21](=[O:33])[NH:22][C:23]2[CH:31]=[C:30]3[C:26]([C:27](=[O:32])[NH:28][NH:29]3)=[CH:25][CH:24]=2)=[O:36])[CH2:38][CH2:39]1. The catalyst class is: 12. (7) Reactant: [Br:1][C:2]1[CH:3]=[CH:4][C:5](/[CH:8]=[CH:9]/[C@H:10]2[C@H:18]([CH3:19])[C:17]([F:21])([F:20])[CH2:16][C@:15]3([C:22](=O)[C:23]#[C:24][C:25]([CH3:28])([CH3:27])[CH3:26])[C@H:11]2[C@@H:12]([CH3:31])[O:13][C:14]3=[O:30])=[N:6][CH:7]=1.[NH2:32][NH2:33]. Product: [Br:1][C:2]1[CH:3]=[CH:4][C:5](/[CH:8]=[CH:9]/[C@H:10]2[C@H:18]([CH3:19])[C:17]([F:21])([F:20])[CH2:16][C@:15]3([C:22]4[CH:23]=[C:24]([C:25]([CH3:26])([CH3:28])[CH3:27])[NH:33][N:32]=4)[C@H:11]2[C@@H:12]([CH3:31])[O:13][C:14]3=[O:30])=[N:6][CH:7]=1. The catalyst class is: 14.